The task is: Predict the reaction yield, written as a fraction of the theoretical maximum amount of product (1.0 means a 100% yield; for example, 0.34 means a 34% yield).. This data is from Reaction yield outcomes from USPTO patents with 853,638 reactions. (1) The reactants are [Cl:1][C:2]1[CH:7]=[CH:6][C:5]([NH:8]N=C2CCCCC2=O)=[C:4]([F:17])[CH:3]=1.OS(O)(=O)=O.[C:23]([O-:26])(O)=O.[Na+]. The catalyst is CC#N. The product is [Cl:1][C:2]1[CH:7]=[C:6]2[C:5](=[C:4]([F:17])[CH:3]=1)[NH:8][C:7]1[C:23](=[O:26])[CH2:5][CH2:4][CH2:3][C:2]2=1. The yield is 0.250. (2) The reactants are [CH2:1]([O:8][C:9]([N:11]1[CH2:15][CH2:14][CH2:13][CH:12]1[C:16](=O)[NH2:17])=[O:10])[C:2]1[CH:7]=[CH:6][CH:5]=[CH:4][CH:3]=1.P(Cl)(Cl)(Cl)=O. The catalyst is N1C=CC=CC=1.C(Cl)Cl. The product is [CH2:1]([O:8][C:9]([N:11]1[CH2:15][CH2:14][CH2:13][CH:12]1[C:16]#[N:17])=[O:10])[C:2]1[CH:3]=[CH:4][CH:5]=[CH:6][CH:7]=1. The yield is 0.820. (3) The reactants are CC(C)([O-])C.[K+].[C:7]([CH2:9]P(=O)(OCC)OCC)#[N:8].[CH:18]([C:20]1([C:23]#[N:24])[CH2:22][CH2:21]1)=O. The catalyst is C1COCC1. The product is [C:7](/[CH:9]=[CH:18]/[C:20]1([C:23]#[N:24])[CH2:22][CH2:21]1)#[N:8]. The yield is 0.190. (4) The reactants are [CH2:1]([O:8][C:9]1[CH:14]=[CH:13][N:12]([C:15]2[NH:16][C:17]([C:21]([O:23]CC)=[O:22])=[C:18]([CH3:20])[N:19]=2)[C:11](=[O:26])[CH:10]=1)[C:2]1[CH:7]=[CH:6][CH:5]=[CH:4][CH:3]=1.Cl. The catalyst is [OH-].[Na+]. The product is [CH2:1]([O:8][C:9]1[CH:14]=[CH:13][N:12]([C:15]2[NH:16][C:17]([C:21]([OH:23])=[O:22])=[C:18]([CH3:20])[N:19]=2)[C:11](=[O:26])[CH:10]=1)[C:2]1[CH:7]=[CH:6][CH:5]=[CH:4][CH:3]=1. The yield is 0.650.